Task: Predict the reactants needed to synthesize the given product.. Dataset: Full USPTO retrosynthesis dataset with 1.9M reactions from patents (1976-2016) Given the product [N:1]1[CH:6]=[CH:5][CH:4]=[CH:3][C:2]=1[O:7][CH:9]1[CH2:14][CH2:13][N:12]([C:15]([O:17][C:18]([CH3:21])([CH3:20])[CH3:19])=[O:16])[CH2:11][CH2:10]1, predict the reactants needed to synthesize it. The reactants are: [N:1]1[CH:6]=[CH:5][CH:4]=[CH:3][C:2]=1[OH:7].O[CH:9]1[CH2:14][CH2:13][N:12]([C:15]([O:17][C:18]([CH3:21])([CH3:20])[CH3:19])=[O:16])[CH2:11][CH2:10]1.C1(P(C2C=CC=CC=2)C2C=CC=CC=2)C=CC=CC=1.N(C(OCC)=O)=NC(OCC)=O.